Task: Predict the reactants needed to synthesize the given product.. Dataset: Full USPTO retrosynthesis dataset with 1.9M reactions from patents (1976-2016) (1) Given the product [S:8]1[CH:9]=[CH:10][C:6]2[CH:5]=[CH:4][C:3]([OH:2])=[CH:11][C:7]1=2, predict the reactants needed to synthesize it. The reactants are: C[O:2][C:3]1[CH:4]=[CH:5][C:6]2[CH:10]=[CH:9][S:8][C:7]=2[CH:11]=1.Cl.N1C=CC=CC=1. (2) Given the product [CH2:27]([C:26]1[N:6]([C:7]2[CH:8]=[CH:9][C:10]([F:13])=[CH:11][CH:12]=2)[C:4](=[O:5])[C:3]([C:1]#[N:2])=[CH:24][CH:25]=1)[CH3:28], predict the reactants needed to synthesize it. The reactants are: [C:1]([CH2:3][C:4]([NH:6][C:7]1[CH:12]=[CH:11][C:10]([F:13])=[CH:9][CH:8]=1)=[O:5])#[N:2].N12CCN(CC1)CC2.CO/[CH:24]=[CH:25]/[C:26](=O)[CH2:27][CH3:28]. (3) Given the product [CH3:18][O:19][C:20]1[CH:21]=[C:22]([CH:25]=[CH:26][C:27]=1[O:28][CH3:29])[CH2:23][NH:24][C:2]1[C:11]2[C:6](=[CH:7][N:8]=[CH:9][CH:10]=2)[CH:5]=[C:4]([C:12]2[CH:17]=[CH:16][N:15]=[CH:14][CH:13]=2)[N:3]=1, predict the reactants needed to synthesize it. The reactants are: Cl[C:2]1[C:11]2[C:6](=[CH:7][N:8]=[CH:9][CH:10]=2)[CH:5]=[C:4]([C:12]2[CH:17]=[CH:16][N:15]=[CH:14][CH:13]=2)[N:3]=1.[CH3:18][O:19][C:20]1[CH:21]=[C:22]([CH:25]=[CH:26][C:27]=1[O:28][CH3:29])[CH2:23][NH2:24]. (4) Given the product [NH2:2][C:1]([C:3]1[CH:12]=[CH:11][C:6]([C:7]([OH:9])=[O:8])=[CH:5][C:4]=1[O:13][CH:14]1[CH2:17][CH2:16][CH2:15]1)=[O:20], predict the reactants needed to synthesize it. The reactants are: [C:1]([C:3]1[CH:12]=[CH:11][C:6]([C:7]([O:9]C)=[O:8])=[CH:5][C:4]=1[O:13][CH:14]1[CH2:17][CH2:16][CH2:15]1)#[N:2].CS(C)=[O:20].[OH-].[Na+].OO. (5) Given the product [F:1][C:2]1[CH:17]=[CH:16][C:5]([C:6]([N:8]2[CH2:13][CH2:12][CH2:11][C@H:10]([C:14]([NH:18][OH:19])=[NH:15])[CH2:9]2)=[O:7])=[CH:4][CH:3]=1, predict the reactants needed to synthesize it. The reactants are: [F:1][C:2]1[CH:17]=[CH:16][C:5]([C:6]([N:8]2[CH2:13][CH2:12][CH2:11][C@H:10]([C:14]#[N:15])[CH2:9]2)=[O:7])=[CH:4][CH:3]=1.[NH2:18][OH:19]. (6) Given the product [CH3:9][O:8][C:5]1[N:6]=[CH:7][C:2]([N:1]2[C:13](=[O:14])[CH2:12][CH2:11][C:10]2=[O:15])=[CH:3][CH:4]=1, predict the reactants needed to synthesize it. The reactants are: [NH2:1][C:2]1[CH:3]=[CH:4][C:5]([O:8][CH3:9])=[N:6][CH:7]=1.[C:10]1(=O)[O:15][C:13](=[O:14])[CH2:12][CH2:11]1. (7) Given the product [NH2:1][C:2]1[CH:11]=[CH:10][C:9]2[C:4](=[C:5]([S:13]([NH:17][C:18]3[CH:26]=[CH:25][C:21]([C:22]([OH:24])=[O:23])=[CH:20][CH:19]=3)(=[O:15])=[O:14])[CH:6]=[C:7]([Cl:12])[CH:8]=2)[N:3]=1, predict the reactants needed to synthesize it. The reactants are: [NH2:1][C:2]1[CH:11]=[CH:10][C:9]2[C:4](=[C:5]([S:13](Cl)(=[O:15])=[O:14])[CH:6]=[C:7]([Cl:12])[CH:8]=2)[N:3]=1.[NH2:17][C:18]1[CH:26]=[CH:25][C:21]([C:22]([OH:24])=[O:23])=[CH:20][CH:19]=1.N1C=CC=CC=1. (8) Given the product [Cl:7][C:8]1[CH:13]=[CH:12][CH:11]=[C:10]([F:14])[C:9]=1[CH2:15][CH2:16][CH2:17][OH:18], predict the reactants needed to synthesize it. The reactants are: [H-].[Al+3].[Li+].[H-].[H-].[H-].[Cl:7][C:8]1[CH:13]=[CH:12][CH:11]=[C:10]([F:14])[C:9]=1/[CH:15]=[CH:16]/[C:17](OCC)=[O:18].